The task is: Regression. Given a peptide amino acid sequence and an MHC pseudo amino acid sequence, predict their binding affinity value. This is MHC class II binding data.. This data is from Peptide-MHC class II binding affinity with 134,281 pairs from IEDB. (1) The peptide sequence is SLSELTDALRTLGST. The MHC is HLA-DPA10301-DPB10402 with pseudo-sequence HLA-DPA10301-DPB10402. The binding affinity (normalized) is 0.366. (2) The peptide sequence is NLARTISEAGQAMAS. The MHC is DRB1_1101 with pseudo-sequence DRB1_1101. The binding affinity (normalized) is 0.185. (3) The MHC is DRB1_0802 with pseudo-sequence DRB1_0802. The binding affinity (normalized) is 0.379. The peptide sequence is GAIWRIDPKKPLKGP. (4) The peptide sequence is AAIHEMFVNTLQMSS. The MHC is DRB1_1001 with pseudo-sequence DRB1_1001. The binding affinity (normalized) is 1.00. (5) The peptide sequence is IQARAAALAFEQAYA. The MHC is HLA-DPA10201-DPB10101 with pseudo-sequence HLA-DPA10201-DPB10101. The binding affinity (normalized) is 0.241. (6) The peptide sequence is EKKYFAATQFEVLAA. The MHC is HLA-DPA10201-DPB11401 with pseudo-sequence HLA-DPA10201-DPB11401. The binding affinity (normalized) is 0.836. (7) The peptide sequence is WTLKKLPLSLSFLHLTRADL. The MHC is DRB1_0301 with pseudo-sequence DRB1_0301. The binding affinity (normalized) is 0.101.